This data is from Peptide-MHC class I binding affinity with 185,985 pairs from IEDB/IMGT. The task is: Regression. Given a peptide amino acid sequence and an MHC pseudo amino acid sequence, predict their binding affinity value. This is MHC class I binding data. (1) The peptide sequence is HSLPRCWLV. The MHC is HLA-A02:06 with pseudo-sequence HLA-A02:06. The binding affinity (normalized) is 0.466. (2) The peptide sequence is KIDVVGIEW. The MHC is HLA-B18:01 with pseudo-sequence HLA-B18:01. The binding affinity (normalized) is 0.0847. (3) The peptide sequence is LLMNELLRV. The MHC is HLA-A02:01 with pseudo-sequence HLA-A02:01. The binding affinity (normalized) is 0.803. (4) The peptide sequence is IMLPESDLDK. The MHC is HLA-A33:01 with pseudo-sequence HLA-A33:01. The binding affinity (normalized) is 0.